From a dataset of Full USPTO retrosynthesis dataset with 1.9M reactions from patents (1976-2016). Predict the reactants needed to synthesize the given product. (1) Given the product [CH3:12][O:11][C:4]1[CH:5]=[C:6]([CH:9]=[CH:10][C:3]=1[CH:1]=[C:19]([C:16]1[S:17][CH:18]=[C:14]([CH3:13])[N:15]=1)[C:20](=[O:21])[CH3:22])[C:7]#[N:8], predict the reactants needed to synthesize it. The reactants are: [CH:1]([C:3]1[CH:10]=[CH:9][C:6]([C:7]#[N:8])=[CH:5][C:4]=1[O:11][CH3:12])=O.[CH3:13][C:14]1[N:15]=[C:16]([CH2:19][C:20]([CH3:22])=[O:21])[S:17][CH:18]=1.N1CCCCC1.C(O)(=O)C. (2) Given the product [C:26]([C:25]([NH:24][C:21]([C:18]1[C:16]2=[N:17][C:12]([C:6]3[C:5]4[C:9](=[CH:10][C:2]([F:1])=[CH:3][CH:4]=4)[N:8]([CH3:11])[N:7]=3)=[CH:13][N:14]=[C:15]2[NH:20][CH:19]=1)=[O:23])([CH3:29])[CH3:28])#[N:27], predict the reactants needed to synthesize it. The reactants are: [F:1][C:2]1[CH:10]=[C:9]2[C:5]([C:6]([C:12]3[N:17]=[C:16]4[C:18]([C:21]([OH:23])=O)=[CH:19][NH:20][C:15]4=[N:14][CH:13]=3)=[N:7][N:8]2[CH3:11])=[CH:4][CH:3]=1.[NH2:24][C:25]([CH3:29])([CH3:28])[C:26]#[N:27].CN(C(ON1N=NC2C=CC=NC1=2)=[N+](C)C)C.F[P-](F)(F)(F)(F)F.CCN(C(C)C)C(C)C. (3) Given the product [C:1]([O:5][C:6](=[O:16])[NH:7][C@H:8]1[CH2:13][CH2:12][C@@H:11]([CH2:14][NH:48][C:49]([O:51][CH2:52][C:30]2[CH:31]=[CH:32][CH:33]=[CH:34][CH:35]=2)=[O:50])[CH2:10][CH2:9]1)([CH3:4])([CH3:3])[CH3:2], predict the reactants needed to synthesize it. The reactants are: [C:1]([O:5][C:6](=[O:16])[NH:7][C@H:8]1[CH2:13][CH2:12][C@@H:11]([CH2:14]O)[CH2:10][CH2:9]1)([CH3:4])([CH3:3])[CH3:2].C1(P([C:30]2[CH:35]=[CH:34][CH:33]=[CH:32][CH:31]=2)C2C=CC=CC=2)C=CC=CC=1.C1(=O)NC(=O)C2=CC=CC=C12.N(C(OCC)=O)=[N:48][C:49]([O:51][CH2:52]C)=[O:50].C1(C)C=CC=CC=1.O.NN.C(N(CC)CC)C.C([O-])(O)=O.[Na+]. (4) Given the product [C:8]12([CH2:18][C:19]([O:21][CH2:22][CH2:23][O:24][CH2:25][CH2:26][NH2:27])=[O:20])[CH2:15][CH:14]3[CH2:13][CH:12]([CH2:11][CH:10]([CH2:16]3)[CH2:9]1)[CH2:17]2, predict the reactants needed to synthesize it. The reactants are: Cl.O1CCOCC1.[C:8]12([CH2:18][C:19]([O:21][CH2:22][CH2:23][O:24][CH2:25][CH2:26][NH:27]C(OC(C)(C)C)=O)=[O:20])[CH2:17][CH:12]3[CH2:13][CH:14]([CH2:16][CH:10]([CH2:11]3)[CH2:9]1)[CH2:15]2.C([O-])([O-])=O.[K+].[K+]. (5) The reactants are: [NH:1]([C:3]1[CH:12]=[CH:11][CH:10]=[C:9]2[C:4]=1[CH:5]=[CH:6][CH:7]=[N:8]2)[NH2:2].[CH3:13][C:14]1([C:21](O)=[O:22])[CH2:19][CH2:18][CH2:17][CH:16]([CH3:20])[CH2:15]1. Given the product [CH3:13][C:14]1([C:21]([NH:2][NH:1][C:3]2[CH:12]=[CH:11][CH:10]=[C:9]3[C:4]=2[CH:5]=[CH:6][CH:7]=[N:8]3)=[O:22])[CH2:19][CH2:18][CH2:17][CH:16]([CH3:20])[CH2:15]1, predict the reactants needed to synthesize it. (6) Given the product [NH:1]([C:8](=[O:29])[CH:9]([C:19]1[CH:28]=[CH:27][C:22]([C:23]([OH:25])=[O:24])=[CH:21][N:20]=1)[C:10]([NH:12][C:13]1[CH:18]=[CH:17][CH:16]=[CH:15][CH:14]=1)=[O:11])[C:2]1[CH:3]=[CH:4][CH:5]=[CH:6][CH:7]=1, predict the reactants needed to synthesize it. The reactants are: [NH:1]([C:8](=[O:29])[CH:9]([C:19]1[CH:28]=[CH:27][C:22]([C:23]([O:25]C)=[O:24])=[CH:21][N:20]=1)[C:10]([NH:12][C:13]1[CH:18]=[CH:17][CH:16]=[CH:15][CH:14]=1)=[O:11])[C:2]1[CH:7]=[CH:6][CH:5]=[CH:4][CH:3]=1.[Li+].[OH-]. (7) Given the product [CH3:1][O:2][C:3](=[O:20])[CH:4]([C:13]1[CH:14]=[CH:15][C:16]([CH3:19])=[CH:17][CH:18]=1)[CH2:5][NH:42][C:21]([O:27][C:55]([CH3:61])([CH3:60])[CH3:56])=[O:22], predict the reactants needed to synthesize it. The reactants are: [CH3:1][O:2][C:3](=[O:20])[CH:4]([C:13]1[CH:18]=[CH:17][C:16]([CH3:19])=[CH:15][CH:14]=1)[CH2:5]C(OC(C)(C)C)=O.[C:21]([OH:27])(C(F)(F)F)=[O:22].C1(P([N:42]=[N+]=[N-])(C2C=CC=CC=2)=O)C=CC=CC=1.C(N(CC)CC)C.[N-]=[N+]=[N-].[C:55]1([CH3:61])[CH:60]=CC=C[CH:56]=1.